Predict the reactants needed to synthesize the given product. From a dataset of Full USPTO retrosynthesis dataset with 1.9M reactions from patents (1976-2016). (1) Given the product [CH:1]1[C:2]2[C:15]3=[CH:16][C@H:17]([OH:25])[C@H:18]4[O:23][P:21]([O-:24])(=[O:22])[O:20][C@H:19]4[C@@H:14]3[NH:13][C:11](=[O:12])[C:3]=2[C:4]([O-:10])=[C:5]2[O:9][CH2:8][O:7][C:6]=12.[Mg+2:33], predict the reactants needed to synthesize it. The reactants are: [CH:1]1[C:2]2[C:15]3=[CH:16][C@H:17]([OH:25])[C@H:18]4[O:23][P:21]([OH:24])(=[O:22])[O:20][C@H:19]4[C@@H:14]3[NH:13][C:11](=[O:12])[C:3]=2[C:4]([OH:10])=[C:5]2[O:9][CH2:8][O:7][C:6]=12.CO.O.C([O-])(=O)C.[Mg+2:33].C([O-])(=O)C.C([O-])(=O)C. (2) Given the product [Cl:8][C:6]1[CH:7]=[C:2]([N:9]2[CH:13]=[CH:12][CH:11]=[N:10]2)[N:3]=[CH:4][N:5]=1, predict the reactants needed to synthesize it. The reactants are: Cl[C:2]1[CH:7]=[C:6]([Cl:8])[N:5]=[CH:4][N:3]=1.[NH:9]1[CH:13]=[CH:12][CH:11]=[N:10]1.C(=O)([O-])[O-].[Cs+].[Cs+].O. (3) Given the product [CH2:1]([O:3][C:4](=[O:28])[CH2:5][N:6]([CH2:7][CH2:8][NH:9][S:10]([C:13]1[S:14][C:15]([C:18]2[CH:23]=[CH:22][C:21]([Cl:24])=[CH:20][C:19]=2[N+:25]([O-:27])=[O:26])=[N:16][N:17]=1)(=[O:12])=[O:11])[C:47](=[O:48])[CH2:46][N:43]1[CH:44]=[CH:45][C:40]([NH:39][C:37]([O:36][CH2:35][C:34]2[CH:51]=[CH:52][C:31]([O:30][CH3:29])=[CH:32][CH:33]=2)=[O:38])=[N:41][C:42]1=[O:50])[CH3:2], predict the reactants needed to synthesize it. The reactants are: [CH2:1]([O:3][C:4](=[O:28])[CH2:5][NH:6][CH2:7][CH2:8][NH:9][S:10]([C:13]1[S:14][C:15]([C:18]2[CH:23]=[CH:22][C:21]([Cl:24])=[CH:20][C:19]=2[N+:25]([O-:27])=[O:26])=[N:16][N:17]=1)(=[O:12])=[O:11])[CH3:2].[CH3:29][O:30][C:31]1[CH:52]=[CH:51][C:34]([CH2:35][O:36][C:37]([NH:39][C:40]2[CH:45]=[CH:44][N:43]([CH2:46][C:47](O)=[O:48])[C:42](=[O:50])[N:41]=2)=[O:38])=[CH:33][CH:32]=1. (4) Given the product [Br:29][C:10]1[CH:11]=[CH:12][CH:13]=[C:14]2[C:9]=1[N:8]=[C:7]([CH2:6][C:5]1[CH:27]=[CH:28][C:2]([Cl:1])=[CH:3][CH:4]=1)[C:16]([OH:17])=[C:15]2[C:18]([OH:20])=[O:19], predict the reactants needed to synthesize it. The reactants are: [Cl:1][C:2]1[CH:28]=[CH:27][C:5]([CH2:6][C:7]2[C:16]([OH:17])=[C:15]([C:18]([OH:20])=[O:19])[C:14]3[C:9](=[C:10](C4C=CC=CC=4)[CH:11]=[CH:12][CH:13]=3)[N:8]=2)=[CH:4][CH:3]=1.[Br:29]C1C=CC=C2C=1NC(=O)C2=O.C(OCC(=O)CC1C=CC(Cl)=CC=1)(=O)C. (5) Given the product [N:57]1([CH2:63][CH2:64][CH2:65][NH:66][C:21]([C:17]2[CH:18]=[C:19]3[C:14](=[CH:15][CH:16]=2)[NH:13][C:12]([C:3]2[C:2](=[O:1])[NH:11][C:10]4[C:5](=[CH:6][CH:7]=[CH:8][CH:9]=4)[N:4]=2)=[CH:20]3)=[O:22])[CH2:62][CH2:61][O:60][CH2:59][CH2:58]1, predict the reactants needed to synthesize it. The reactants are: [O:1]=[C:2]1[NH:11][C:10]2[C:5](=[CH:6][CH:7]=[CH:8][CH:9]=2)[N:4]=[C:3]1[C:12]1[NH:13][C:14]2[C:19]([CH:20]=1)=[CH:18][C:17]([C:21](O)=[O:22])=[CH:16][CH:15]=2.C1CN([P+](ON2N=NC3C=CC=CC2=3)(N2CCCC2)N2CCCC2)CC1.F[P-](F)(F)(F)(F)F.[N:57]1([CH2:63][CH2:64][CH2:65][NH2:66])[CH2:62][CH2:61][O:60][CH2:59][CH2:58]1.